From a dataset of Full USPTO retrosynthesis dataset with 1.9M reactions from patents (1976-2016). Predict the reactants needed to synthesize the given product. Given the product [NH2:14][C:12]1[CH:11]=[CH:10][CH:9]=[C:8]2[C:13]=1[C:2](=[O:1])[C:6]1([NH:18][C:19]([C:21]3[CH:22]=[C:23]4[C:28](=[CH:29][CH:30]=3)[N:27]=[CH:26][CH:25]=[CH:24]4)=[O:20])[C:5]3[CH:4]=[CH:34][C:33]([CH:35]([CH3:36])[CH3:37])=[CH:32][C:31]=3[O:41][C:7]12[OH:17], predict the reactants needed to synthesize it. The reactants are: [OH:1][C:2]12[C:13]3[C:8](=[CH:9][CH:10]=[CH:11][C:12]=3[N+:14]([O-])=O)[C:7](=[O:17])[C:6]1([NH:18][C:19]([C:21]1[CH:22]=[C:23]3[C:28](=[CH:29][CH:30]=1)[N:27]=[CH:26][CH:25]=[CH:24]3)=[O:20])[C:5]1[CH:31]=[CH:32][C:33]([CH:35]([CH3:37])[CH3:36])=[CH:34][C:4]=1O2.C(O)C.[OH2:41].